From a dataset of Reaction yield outcomes from USPTO patents with 853,638 reactions. Predict the reaction yield, written as a fraction of the theoretical maximum amount of product (1.0 means a 100% yield; for example, 0.34 means a 34% yield). (1) The reactants are [Cl:1][C:2]1[CH:3]=[C:4]([C@@:9]2([C:24]([F:27])([F:26])[F:25])[CH:13]=[N:12][N:11]([C:14]3[CH:22]=[CH:21][C:17]([C:18](O)=[O:19])=[C:16]([CH3:23])[CH:15]=3)[CH2:10]2)[CH:5]=[C:6]([Cl:8])[CH:7]=1.CN(C)C=O.C(Cl)(=O)C([Cl:36])=O. The catalyst is C(Cl)Cl. The product is [Cl:8][C:6]1[CH:5]=[C:4]([C@@:9]2([C:24]([F:26])([F:25])[F:27])[CH:13]=[N:12][N:11]([C:14]3[CH:22]=[CH:21][C:17]([C:18]([Cl:36])=[O:19])=[C:16]([CH3:23])[CH:15]=3)[CH2:10]2)[CH:3]=[C:2]([Cl:1])[CH:7]=1. The yield is 1.00. (2) The reactants are [CH2:1]([S:3]([N:6]1[CH2:11][CH2:10][CH:9]([C:12]2[C:20]3[C:15](=[C:16]([C:28]([NH2:30])=[O:29])[CH:17]=[C:18]([C:21]4[CH:25]=[C:24]([CH:26]=O)[S:23][CH:22]=4)[CH:19]=3)[NH:14][CH:13]=2)[CH2:8][CH2:7]1)(=[O:5])=[O:4])[CH3:2].[C:31]1([CH:37]2[CH2:41][CH2:40][CH2:39][NH:38]2)[CH:36]=[CH:35][CH:34]=[CH:33][CH:32]=1.C(O[BH-](OC(=O)C)OC(=O)C)(=O)C.[Na+]. The catalyst is CS(C)=O. The product is [CH2:1]([S:3]([N:6]1[CH2:11][CH2:10][CH:9]([C:12]2[C:20]3[C:15](=[C:16]([C:28]([NH2:30])=[O:29])[CH:17]=[C:18]([C:21]4[CH:25]=[C:24]([CH2:26][N:38]5[CH2:39][CH2:40][CH2:41][CH:37]5[C:31]5[CH:36]=[CH:35][CH:34]=[CH:33][CH:32]=5)[S:23][CH:22]=4)[CH:19]=3)[NH:14][CH:13]=2)[CH2:8][CH2:7]1)(=[O:4])=[O:5])[CH3:2]. The yield is 0.220. (3) The reactants are Cl[C:2]1[N:3]=[C:4]([N:22]2[CH2:27][CH2:26][O:25][CH2:24][CH2:23]2)[C:5]2[S:10][C:9]([CH2:11][N:12]3[CH2:15][CH:14]([N:16]4[CH2:21][CH2:20][O:19][CH2:18][CH2:17]4)[CH2:13]3)=[CH:8][C:6]=2[N:7]=1.[NH2:28][C:29]1[CH:34]=[CH:33][CH:32]=[CH:31][C:30]=1[NH2:35].C1C=CC(P(C2C(C3C(P(C4C=CC=CC=4)C4C=CC=CC=4)=CC=C4C=3C=CC=C4)=C3C(C=CC=C3)=CC=2)C2C=CC=CC=2)=CC=1.C([O-])([O-])=O.[Cs+].[Cs+]. The catalyst is O1CCOCC1.CC(O)=O.CC(O)=O.[Pd]. The product is [N:22]1([C:4]2[C:5]3[S:10][C:9]([CH2:11][N:12]4[CH2:15][CH:14]([N:16]5[CH2:21][CH2:20][O:19][CH2:18][CH2:17]5)[CH2:13]4)=[CH:8][C:6]=3[N:7]=[C:2]([NH:28][C:29]3[C:30]([NH2:35])=[CH:31][CH:32]=[CH:33][CH:34]=3)[N:3]=2)[CH2:27][CH2:26][O:25][CH2:24][CH2:23]1. The yield is 0.660. (4) The reactants are [N:1]([C:4]1[CH:13]=[C:12]2[C:7]([C:8]([NH:16][C:17]3[CH:22]=[C:21]([O:23][CH3:24])[C:20]([O:25][CH3:26])=[C:19]([O:27][CH3:28])[CH:18]=3)=[C:9]([C:14]#[N:15])[CH:10]=[N:11]2)=[CH:6][C:5]=1[N+:29]([O-])=O)=[N+]=[N-]. The product is [NH2:29][C:5]1[CH:6]=[C:7]2[C:12](=[CH:13][C:4]=1[NH2:1])[N:11]=[CH:10][C:9]([C:14]#[N:15])=[C:8]2[NH:16][C:17]1[CH:18]=[C:19]([O:27][CH3:28])[C:20]([O:25][CH3:26])=[C:21]([O:23][CH3:24])[CH:22]=1. The yield is 0.988. The catalyst is C1COCC1.C(O)C.[Pd]. (5) The reactants are C[Si](C)(C)[C:3]#[C:4][CH:5]=[C:6]([CH3:8])[CH3:7].C([O-])([O-])=O.[K+].[K+].Br[C:18]#[C:19][C:20]1[CH:29]=[CH:28][C:23]([C:24]([O:26][CH3:27])=[O:25])=[CH:22][CH:21]=1.N#N. The catalyst is CN(C=O)C.Cl[Pd](Cl)([P](C1C=CC=CC=1)(C1C=CC=CC=1)C1C=CC=CC=1)[P](C1C=CC=CC=1)(C1C=CC=CC=1)C1C=CC=CC=1.[Cu]I.CCOC(C)=O. The product is [CH3:7][C:6]([CH3:8])=[CH:5][C:4]#[C:3][C:18]#[C:19][C:20]1[CH:29]=[CH:28][C:23]([C:24]([O:26][CH3:27])=[O:25])=[CH:22][CH:21]=1. The yield is 0.100.